This data is from Catalyst prediction with 721,799 reactions and 888 catalyst types from USPTO. The task is: Predict which catalyst facilitates the given reaction. (1) Reactant: [NH:1]1[C:9]2[C:4](=[CH:5][CH:6]=[CH:7][CH:8]=2)[C:3]([CH2:10][CH2:11][CH2:12][CH2:13][CH2:14][CH2:15][NH:16][C:17]([NH:19][CH2:20][C:21]2[CH:22]=[N:23][CH:24]=[CH:25][CH:26]=2)=[O:18])=[CH:2]1.[H-].[Na+].Cl[C:30]1[N:35]=[C:34]([Cl:36])[CH:33]=[CH:32][N:31]=1. Product: [Cl:36][C:34]1[CH:33]=[CH:32][N:31]=[C:30]([N:1]2[C:9]3[C:4](=[CH:5][CH:6]=[CH:7][CH:8]=3)[C:3]([CH2:10][CH2:11][CH2:12][CH2:13][CH2:14][CH2:15][NH:16][C:17]([NH:19][CH2:20][C:21]3[CH:22]=[N:23][CH:24]=[CH:25][CH:26]=3)=[O:18])=[CH:2]2)[N:35]=1. The catalyst class is: 3. (2) Reactant: [C:1]([OH:9])(=O)[C:2]1[CH:7]=[CH:6][CH:5]=[N:4][CH:3]=1.C(C1NC=CN=1)(C1NC=CN=1)=O.[Mg+2].[Cl-].[Cl-].[K+].[C:26]([O:32][CH2:33][CH3:34])(=[O:31])[CH2:27]C([O-])=O.[N-]1C=CN=C1. Product: [O:9]=[C:1]([C:2]1[CH:3]=[N:4][CH:5]=[CH:6][CH:7]=1)[CH2:27][C:26]([O:32][CH2:33][CH3:34])=[O:31]. The catalyst class is: 7. (3) Reactant: [OH:1][C:2]1[CH:3]=[C:4]2[C:9](=[CH:10][CH:11]=1)[N:8]=[C:7]([CH2:12][CH:13]([CH3:15])[CH3:14])[C:6]([CH2:16][NH:17][C:18](=[O:24])[O:19][C:20]([CH3:23])([CH3:22])[CH3:21])=[C:5]2[C:25]1[CH:30]=[CH:29][C:28]([CH3:31])=[CH:27][CH:26]=1.[H-].[Na+].C1C=CC(N([S:41]([C:44]([F:47])([F:46])[F:45])(=[O:43])=[O:42])[S:41]([C:44]([F:47])([F:46])[F:45])(=[O:43])=[O:42])=CC=1.O. Product: [CH2:12]([C:7]1[C:6]([CH2:16][NH:17][C:18](=[O:24])[O:19][C:20]([CH3:23])([CH3:21])[CH3:22])=[C:5]([C:25]2[CH:26]=[CH:27][C:28]([CH3:31])=[CH:29][CH:30]=2)[C:4]2[C:9](=[CH:10][CH:11]=[C:2]([O:1][S:41]([C:44]([F:47])([F:46])[F:45])(=[O:43])=[O:42])[CH:3]=2)[N:8]=1)[CH:13]([CH3:15])[CH3:14]. The catalyst class is: 9. (4) Reactant: [CH2:1]([N:8]([CH2:21][C:22]1[CH:51]=[CH:50][C:25]([O:26][C:27]2[CH:28]=[C:29]([CH:47]=[CH:48][CH:49]=2)[O:30][CH2:31][CH2:32][CH2:33][C:34]([N:36]2[CH2:41][CH2:40][CH2:39][CH:38]([C:42]([O:44]CC)=[O:43])[CH2:37]2)=[O:35])=[CH:24][CH:23]=1)[C:9]1[CH:14]=[CH:13][CH:12]=[C:11]([NH:15][S:16]([CH3:19])(=[O:18])=[O:17])[C:10]=1[CH3:20])[C:2]1[CH:7]=[CH:6][CH:5]=[CH:4][CH:3]=1.[OH-].[Na+].C(O)C.Cl. Product: [CH2:1]([N:8]([CH2:21][C:22]1[CH:51]=[CH:50][C:25]([O:26][C:27]2[CH:28]=[C:29]([CH:47]=[CH:48][CH:49]=2)[O:30][CH2:31][CH2:32][CH2:33][C:34]([N:36]2[CH2:41][CH2:40][CH2:39][CH:38]([C:42]([OH:44])=[O:43])[CH2:37]2)=[O:35])=[CH:24][CH:23]=1)[C:9]1[CH:14]=[CH:13][CH:12]=[C:11]([NH:15][S:16]([CH3:19])(=[O:17])=[O:18])[C:10]=1[CH3:20])[C:2]1[CH:7]=[CH:6][CH:5]=[CH:4][CH:3]=1. The catalyst class is: 362. (5) Reactant: C[O:2][C:3](=[O:20])[C:4]([NH:7][S:8]([C:11]1[CH:16]=[CH:15][C:14]([C:17](=[O:19])[CH3:18])=[CH:13][CH:12]=1)(=[O:10])=[O:9])([CH3:6])[CH3:5].C1COCC1.CO.O[Li].O. Product: [C:17]([C:14]1[CH:15]=[CH:16][C:11]([S:8]([NH:7][C:4]([CH3:6])([CH3:5])[C:3]([OH:20])=[O:2])(=[O:10])=[O:9])=[CH:12][CH:13]=1)(=[O:19])[CH3:18]. The catalyst class is: 6. (6) Reactant: [C:1]([O:5][C:6](=[O:20])[NH:7][CH2:8][CH2:9][N:10]1[C:18]2[C:17](Cl)=[N:16][CH:15]=[N:14][C:13]=2[CH:12]=[CH:11]1)([CH3:4])([CH3:3])[CH3:2].[NH2:21][C:22]1[CH:39]=[CH:38][C:25]([O:26][C:27]2[CH:28]=[C:29]([C:33]3([C:36]#[N:37])[CH2:35][CH2:34]3)[CH:30]=[CH:31][CH:32]=2)=[C:24]([CH3:40])[CH:23]=1. Product: [C:1]([O:5][C:6](=[O:20])[NH:7][CH2:8][CH2:9][N:10]1[C:18]2[C:17]([NH:21][C:22]3[CH:39]=[CH:38][C:25]([O:26][C:27]4[CH:32]=[CH:31][CH:30]=[C:29]([C:33]5([C:36]#[N:37])[CH2:34][CH2:35]5)[CH:28]=4)=[C:24]([CH3:40])[CH:23]=3)=[N:16][CH:15]=[N:14][C:13]=2[CH:12]=[CH:11]1)([CH3:4])([CH3:3])[CH3:2]. The catalyst class is: 32.